Dataset: Reaction yield outcomes from USPTO patents with 853,638 reactions. Task: Predict the reaction yield, written as a fraction of the theoretical maximum amount of product (1.0 means a 100% yield; for example, 0.34 means a 34% yield). (1) The reactants are CC1(C)[O:6][CH:5]2[C:7]([CH2:18][O:19]C(C3C=CC=CC=3)(C3C=CC=CC=3)C3C=CC=CC=3)=[CH:8][CH:9]([N:10]3[CH:14]=[C:13]([C:15]([NH2:17])=[O:16])[N:12]=[N:11]3)[CH:4]2[O:3]1.OC1C(O)=C(N2C=NC(C(N)=O)=N2)C=C1CO.C(Cl)Cl. The catalyst is CO.O. The product is [OH:6][CH:5]1[C:4]([OH:3])=[C:9]([N:10]2[CH:14]=[C:13]([C:15]([NH2:17])=[O:16])[N:12]=[N:11]2)[CH:8]=[C:7]1[CH2:18][OH:19]. The yield is 0.880. (2) The reactants are [CH3:1][O:2][C:3]1[CH:8]=[CH:7][CH:6]=[CH:5][C:4]=1[C:9](=[O:11])[CH3:10].ClC1C=C(C2O[N:23]=[C:22]([C:25]([OH:27])=[O:26])C=2)C=CC=1F. No catalyst specified. The product is [CH3:1][O:2][C:3]1[CH:8]=[CH:7][CH:6]=[CH:5][C:4]=1[C:9]1[O:11][N:23]=[C:22]([C:25]([OH:27])=[O:26])[CH:10]=1. The yield is 0.127. (3) The reactants are [C:1]([C:3]1[CH:4]=[CH:5][C:6]2[N:10]=[N:9][NH:8][C:7]=2[CH:11]=1)#[N:2].[Cl:12][CH2:13][CH2:14][CH2:15][CH2:16]Br. The catalyst is [OH-].[Na+].[Br-].C([N+](CCCC)(CCCC)CCCC)CCC. The product is [C:1]([C:3]1[CH:4]=[CH:5][C:6]2[N:10]=[N:9][N:8]([CH2:16][CH2:15][CH2:14][CH2:13][Cl:12])[C:7]=2[CH:11]=1)#[N:2]. The yield is 0.760.